From a dataset of Full USPTO retrosynthesis dataset with 1.9M reactions from patents (1976-2016). Predict the reactants needed to synthesize the given product. (1) Given the product [C:26]1([C:32]2[CH:33]=[CH:34][C:35]([C:36]([NH:10][C@H:9]3[CH2:8][NH:7][C:6]3=[O:5])=[O:37])=[CH:39][CH:40]=2)[CH:27]=[CH:28][CH:29]=[CH:30][CH:31]=1, predict the reactants needed to synthesize it. The reactants are: C([O-])(=O)C.[O:5]=[C:6]1[C@@H:9]([NH3+:10])[CH2:8][NH:7]1.C(Cl)Cl.CN(C=O)C.CCN(CC)CC.[C:26]1([C:32]2[CH:40]=[CH:39][C:35]([C:36](Cl)=[O:37])=[CH:34][CH:33]=2)[CH:31]=[CH:30][CH:29]=[CH:28][CH:27]=1. (2) Given the product [CH3:1][N:2]1[C:7]2=[CH:12][NH:11][CH:13]=[C:6]2[C:5](=[O:8])[N:4]([CH3:9])[C:3]1=[O:10], predict the reactants needed to synthesize it. The reactants are: [CH3:1][N:2]1[CH:7]=[CH:6][C:5](=[O:8])[N:4]([CH3:9])[C:3]1=[O:10].[N+:11]([CH2:13]S(C1C=CC(C)=CC=1)(=O)=O)#[C-:12].CC([O-])(C)C.[K+]. (3) Given the product [Cl:1][C:2]1[CH:23]=[CH:22][C:5]2[N:6]=[C:7]([CH2:9][C:10]3[C:11]([Cl:17])=[CH:12][CH:13]=[CH:14][C:15]=3[Cl:16])[N:8]([CH2:41][C:42]([NH:54][C:53]3[CH:55]=[C:49]([CH:46]([CH3:48])[CH3:47])[CH:50]=[CH:51][C:52]=3[CH3:56])=[O:43])[C:4]=2[CH:3]=1, predict the reactants needed to synthesize it. The reactants are: [Cl:1][C:2]1[CH:23]=[CH:22][C:5]2[N:6](CC(O)=O)[C:7]([CH2:9][C:10]3[C:15]([Cl:16])=[CH:14][CH:13]=[CH:12][C:11]=3[Cl:17])=[N:8][C:4]=2[CH:3]=1.ClC1C=CC2N=C(C3C(Cl)=CC=CC=3Cl)N([CH2:41][C:42](O)=[O:43])C=2C=1.[CH:46]([C:49]1[CH:50]=[CH:51][C:52]([CH3:56])=[C:53]([CH:55]=1)[NH2:54])([CH3:48])[CH3:47].CN(C(ON1N=NC2C=CC=NC1=2)=[N+](C)C)C.F[P-](F)(F)(F)(F)F. (4) The reactants are: F[C:2]1[C:3]([CH3:15])=[C:4]([CH:8]=[CH:9][C:10]=1[C:11]([F:14])([F:13])[F:12])[C:5]([OH:7])=[O:6].[H-].[Na+].[CH3:18][S-:19].[Na+].O. Given the product [CH3:15][C:3]1[C:2]([S:19][CH3:18])=[C:10]([C:11]([F:14])([F:13])[F:12])[CH:9]=[CH:8][C:4]=1[C:5]([OH:7])=[O:6], predict the reactants needed to synthesize it. (5) Given the product [C:14]1([N:10]2[CH:11]=[CH:12][N:13]=[C:9]2[C:5]2[CH:4]=[C:3]([OH:2])[CH:8]=[CH:7][CH:6]=2)[CH:19]=[CH:18][CH:17]=[CH:16][CH:15]=1, predict the reactants needed to synthesize it. The reactants are: C[O:2][C:3]1[CH:4]=[C:5]([C:9]2[N:10]([C:14]3[CH:19]=[CH:18][CH:17]=[CH:16][CH:15]=3)[CH:11]=[CH:12][N:13]=2)[CH:6]=[CH:7][CH:8]=1.Cl.N1C=CC=CC=1.[OH-].[Na+].